This data is from Forward reaction prediction with 1.9M reactions from USPTO patents (1976-2016). The task is: Predict the product of the given reaction. (1) Given the reactants [CH2:1]([N:8]1[CH:13]2[CH2:14][CH2:15][CH:9]1[CH2:10][CH:11]([NH2:16])[CH2:12]2)[C:2]1[CH:7]=[CH:6][CH:5]=[CH:4][CH:3]=1.C([O-])([O-])=O.[Na+].[Na+].[C:23](Cl)(=[O:27])[CH:24]([CH3:26])[CH3:25], predict the reaction product. The product is: [CH2:1]([N:8]1[CH:9]2[CH2:15][CH2:14][CH:13]1[CH2:12][CH:11]([NH:16][C:23](=[O:27])[CH:24]([CH3:26])[CH3:25])[CH2:10]2)[C:2]1[CH:3]=[CH:4][CH:5]=[CH:6][CH:7]=1. (2) Given the reactants [CH3:1][O:2][C:3]1[CH:10]=[C:9]([O:11][CH3:12])[CH:8]=[CH:7][C:4]=1[CH2:5][NH2:6].[C:13](N1C=CN=C1)([N:15]1C=CN=C1)=[S:14].N, predict the reaction product. The product is: [CH3:1][O:2][C:3]1[CH:10]=[C:9]([O:11][CH3:12])[CH:8]=[CH:7][C:4]=1[CH2:5][NH:6][C:13]([NH2:15])=[S:14]. (3) Given the reactants [Cl:1][C:2]1[C:7]([C:8]2[CH:13]=[CH:12][CH:11]=[C:10]([N+:14]([O-:16])=[O:15])[CH:9]=2)=[N:6][NH:5][C:4](=[O:17])[C:3]=1[C:18]([O:20][CH2:21][CH3:22])=[O:19].[CH:23]1(B(O)O)[CH2:25][CH2:24]1.N1C=CC=CC=1C1C=CC=CN=1.C(=O)([O-])[O-].[Na+].[Na+], predict the reaction product. The product is: [Cl:1][C:2]1[C:7]([C:8]2[CH:13]=[CH:12][CH:11]=[C:10]([N+:14]([O-:16])=[O:15])[CH:9]=2)=[N:6][N:5]([CH:23]2[CH2:25][CH2:24]2)[C:4](=[O:17])[C:3]=1[C:18]([O:20][CH2:21][CH3:22])=[O:19]. (4) Given the reactants [Mg].BrC(Br)C.Br[CH2:7][CH2:8][CH2:9][CH2:10][N:11]([C:18]1[CH:23]=[CH:22][CH:21]=[CH:20][CH:19]=1)[C:12]1[CH:17]=[CH:16][CH:15]=[CH:14][CH:13]=1.[CH2:24]=[CH:25][C:26](Cl)=[CH2:27], predict the reaction product. The product is: [CH2:24]=[C:25]([CH:26]=[CH2:27])[CH2:7][CH2:8][CH2:9][CH2:10][N:11]([C:18]1[CH:23]=[CH:22][CH:21]=[CH:20][CH:19]=1)[C:12]1[CH:17]=[CH:16][CH:15]=[CH:14][CH:13]=1. (5) Given the reactants [CH:1]1[C:10]2[C:5](=[C:6]([N:11]3[CH2:16][CH2:15][CH:14]([C:17]([OH:19])=O)[CH2:13][CH2:12]3)[CH:7]=[CH:8][CH:9]=2)[CH:4]=[CH:3][N:2]=1.BrC1C=NC2C(C=1)=CC=CC=2.[N:31]1[C:40]2[C:35](=[N:36][CH:37]=[CH:38][N:39]=2)[C:34]([NH2:41])=[N:33][CH:32]=1, predict the reaction product. The product is: [N:31]1[C:40]2[C:35](=[N:36][CH:37]=[CH:38][N:39]=2)[C:34]([NH:41][C:17]([CH:14]2[CH2:13][CH2:12][N:11]([C:6]3[CH:7]=[CH:8][CH:9]=[C:10]4[C:5]=3[CH:4]=[CH:3][N:2]=[CH:1]4)[CH2:16][CH2:15]2)=[O:19])=[N:33][CH:32]=1. (6) The product is: [CH2:1]([O:3][C:4]([C:6]1[C:7]([CH3:18])=[C:8]2[C:13]([NH:32][C:29]3[CH:28]=[CH:27][C:26]([O:19][C:20]4[CH:25]=[CH:24][CH:23]=[CH:22][CH:21]=4)=[CH:31][CH:30]=3)=[C:12]([C:15]#[N:16])[CH:11]=[N:10][N:9]2[CH:17]=1)=[O:5])[CH3:2]. Given the reactants [CH2:1]([O:3][C:4]([C:6]1[C:7]([CH3:18])=[C:8]2[C:13](Cl)=[C:12]([C:15]#[N:16])[CH:11]=[N:10][N:9]2[CH:17]=1)=[O:5])[CH3:2].[O:19]([C:26]1[CH:31]=[CH:30][C:29]([NH2:32])=[CH:28][CH:27]=1)[C:20]1[CH:25]=[CH:24][CH:23]=[CH:22][CH:21]=1.COC(C1C(C)=C2C(NC3C=CC(OC4C=CC=CC=4OC(C(OC(C)(C)C)=O)(C)C)=CC=3)=C(C#N)C=NN2C=1)=O, predict the reaction product. (7) Given the reactants [CH3:1][C:2]1[CH:6]=[C:5]([C:7]([OH:9])=O)[NH:4][N:3]=1.CCN(C(C)C)C(C)C.CCN=C=NCCCN(C)C.C1C=CC2N(O)N=NC=2C=1.[Cl:40][C:41]1[CH:42]=[C:43]([C:48]2[CH:52]=[CH:51][N:50]([CH2:53][CH2:54][NH2:55])[N:49]=2)[CH:44]=[CH:45][C:46]=1[Cl:47], predict the reaction product. The product is: [Cl:40][C:41]1[CH:42]=[C:43]([C:48]2[CH:52]=[CH:51][N:50]([CH2:53][CH2:54][NH:55][C:7]([C:5]3[NH:4][N:3]=[C:2]([CH3:1])[CH:6]=3)=[O:9])[N:49]=2)[CH:44]=[CH:45][C:46]=1[Cl:47].